This data is from Reaction yield outcomes from USPTO patents with 853,638 reactions. The task is: Predict the reaction yield, written as a fraction of the theoretical maximum amount of product (1.0 means a 100% yield; for example, 0.34 means a 34% yield). (1) The reactants are [N:1]([CH2:4][CH2:5][O:6][CH2:7][CH2:8][O:9][CH2:10][CH2:11][O:12][CH2:13][CH2:14][CH2:15][O:16][CH2:17][C:18]1[CH:23]=[CH:22][CH:21]=[CH:20][CH:19]=1)=[N+]=[N-].C1(P(C2C=CC=CC=2)C2C=CC=CC=2)C=CC=CC=1.C(N(CC)CC)C.[C:50](O[C:50]([O:52][C:53]([CH3:56])([CH3:55])[CH3:54])=[O:51])([O:52][C:53]([CH3:56])([CH3:55])[CH3:54])=[O:51]. The catalyst is O1CCCC1.O. The product is [C:18]1([CH2:17][O:16][CH2:15][CH2:14][CH2:13][O:12][CH2:11][CH2:10][O:9][CH2:8][CH2:7][O:6][CH2:5][CH2:4][NH:1][C:50](=[O:51])[O:52][C:53]([CH3:56])([CH3:55])[CH3:54])[CH:23]=[CH:22][CH:21]=[CH:20][CH:19]=1. The yield is 0.500. (2) The reactants are [NH2:1][CH:2]([C:8]#[N:9])[C:3]([O:5][CH2:6][CH3:7])=[O:4].N1C=CC=CC=1.[F:16][C:17]1[CH:25]=[CH:24][CH:23]=[C:22]([F:26])[C:18]=1[C:19](Cl)=[O:20]. The catalyst is ClCCl.C(OCC)(=O)C. The product is [C:8]([CH:2]([NH:1][C:19](=[O:20])[C:18]1[C:17]([F:16])=[CH:25][CH:24]=[CH:23][C:22]=1[F:26])[C:3]([O:5][CH2:6][CH3:7])=[O:4])#[N:9]. The yield is 0.840. (3) The reactants are [F:1][C:2]1[CH:7]=[CH:6][C:5]([CH2:8][CH2:9][CH:10]=O)=[CH:4][CH:3]=1.Cl.[O:13]([NH2:15])[CH3:14]. No catalyst specified. The product is [CH3:14][O:13][N:15]=[CH:10][CH2:9][CH2:8][C:5]1[CH:4]=[CH:3][C:2]([F:1])=[CH:7][CH:6]=1. The yield is 0.970.